Dataset: Full USPTO retrosynthesis dataset with 1.9M reactions from patents (1976-2016). Task: Predict the reactants needed to synthesize the given product. (1) Given the product [C:28]([O:27][CH:24]([C:5]1[C:6]2[N:7]3[CH2:15][CH2:14][CH2:13][CH2:12][N:11]([C:16]4[C:21]([Cl:22])=[CH:20][C:19]([Cl:23])=[CH:18][N:17]=4)[C:8]3=[N:9][C:10]=2[C:2]([Cl:1])=[CH:3][CH:4]=1)[CH2:25][CH3:26])(=[O:30])[CH3:29], predict the reactants needed to synthesize it. The reactants are: [Cl:1][C:2]1[C:10]2[N:9]=[C:8]3[N:11]([C:16]4[C:21]([Cl:22])=[CH:20][C:19]([Cl:23])=[CH:18][N:17]=4)[CH2:12][CH2:13][CH2:14][CH2:15][N:7]3[C:6]=2[C:5]([CH:24]([OH:27])[CH2:25][CH3:26])=[CH:4][CH:3]=1.[C:28](OC(=O)C)(=[O:30])[CH3:29]. (2) Given the product [NH3:2].[C:39]([C:37]1[CH:38]=[C:34]([NH:33][C:32]([NH:27][C@@H:20]2[C:21]3[C:26](=[CH:25][CH:24]=[CH:23][CH:22]=3)[C@H:17]([O:16][C:13]3[CH:14]=[CH:15][C:10]4[N:11]([C:7]([C@@H:3]5[CH2:4][CH2:5][CH2:6][N:2]5[CH3:1])=[N:8][N:9]=4)[CH:12]=3)[CH2:18][CH2:19]2)=[O:31])[N:35]([C:43]2[CH:48]=[CH:47][CH:46]=[C:45]([CH2:49][OH:50])[CH:44]=2)[N:36]=1)([CH3:42])([CH3:40])[CH3:41], predict the reactants needed to synthesize it. The reactants are: [CH3:1][N:2]1[CH2:6][CH2:5][CH2:4][C@H:3]1[C:7]1[N:11]2[CH:12]=[C:13]([O:16][C@H:17]3[C:26]4[C:21](=[CH:22][CH:23]=[CH:24][CH:25]=4)[C@@H:20]([NH2:27])[CH2:19][CH2:18]3)[CH:14]=[CH:15][C:10]2=[N:9][N:8]=1.ClC(Cl)(Cl)C[O:31][C:32](=O)[NH:33][C:34]1[N:35]([C:43]2[CH:48]=[CH:47][CH:46]=[C:45]([CH2:49][OH:50])[CH:44]=2)[N:36]=[C:37]([C:39]([CH3:42])([CH3:41])[CH3:40])[CH:38]=1.CCN(C(C)C)C(C)C. (3) Given the product [CH3:60][O:59][C:57](=[O:58])[NH:56][C@H:49]([C:50]1[CH:55]=[CH:54][CH:53]=[CH:52][CH:51]=1)[C:48]([N:117]1[CH2:118][CH2:119][CH2:120][C@H:116]1[C:114]1[NH:113][C:112]2[CH:121]=[C:108]([C:73]3[CH:74]=[CH:75][C:76]4[C:77]5[C:82](=[CH:81][C:80]([C:83]6[NH:87][C:86]([C@@H:88]7[CH2:96][C:91]8([O:95][CH2:94][CH2:93][O:92]8)[CH2:90][N:89]7[C:97](=[O:107])[C@@H:98]([NH:102][C:103]([O:104][CH3:105])=[O:106])[CH:99]([CH3:100])[CH3:101])=[N:85][CH:84]=6)=[CH:79][CH:78]=5)[C:70]([F:69])([F:122])[C:71]=4[CH:72]=3)[CH:109]=[CH:110][C:111]=2[N:115]=1)=[O:61], predict the reactants needed to synthesize it. The reactants are: COC(=O)N[C@@H](C(C)C)C(N1[C@H](C2NC(C3C=CC(C4C=CC5C(=CC=C(C6NC([C@@H]7CCCN7[C:48](=[O:61])[C@H:49]([NH:56][C:57]([O:59][CH3:60])=[O:58])[C:50]7[CH:55]=[CH:54][CH:53]=[CH:52][CH:51]=7)=NC=6)C=5)C=4)=CC=3)=CN=2)CC2(OCCO2)C1)=O.Cl.Cl.Cl.[F:69][C:70]1([F:122])[C:82]2[CH:81]=[C:80]([C:83]3[NH:87][C:86]([C@@H:88]4[CH2:96][C:91]5([O:95][CH2:94][CH2:93][O:92]5)[CH2:90][N:89]4[C:97](=[O:107])[C@@H:98]([NH:102][C:103](=[O:106])[O:104][CH3:105])[CH:99]([CH3:101])[CH3:100])=[N:85][CH:84]=3)[CH:79]=[CH:78][C:77]=2[C:76]2[C:71]1=[CH:72][C:73]([C:108]1[CH:109]=[CH:110][C:111]3[N:115]=[C:114]([C@@H:116]4[CH2:120][CH2:119][CH2:118][NH:117]4)[NH:113][C:112]=3[CH:121]=1)=[CH:74][CH:75]=2. (4) Given the product [F:11][C:9]1[CH:10]=[C:2]([C:17]([OH:19])=[O:18])[CH:3]=[C:4]2[C:8]=1[NH:7][CH:6]=[CH:5]2, predict the reactants needed to synthesize it. The reactants are: Br[C:2]1[CH:3]=[C:4]2[C:8](=[C:9]([F:11])[CH:10]=1)[NH:7][CH:6]=[CH:5]2.[Li]CCCC.[C:17](=[O:19])=[O:18].O. (5) Given the product [Cl:24][C:25]1[N:26]=[CH:27][C:28]([CH2:31][N:9]2[C:10]([CH3:14])=[CH:11][C:12](=[O:13])[N:7]3[N:6]=[C:5]([O:4][CH2:3][C:2]([F:1])([F:16])[F:17])[CH:15]=[C:8]23)=[CH:29][CH:30]=1, predict the reactants needed to synthesize it. The reactants are: [F:1][C:2]([F:17])([F:16])[CH2:3][O:4][C:5]1[CH:15]=[C:8]2[N:9]=[C:10]([CH3:14])[CH:11]=[C:12]([OH:13])[N:7]2[N:6]=1.C(=O)([O-])[O-].[K+].[K+].[Cl:24][C:25]1[CH:30]=[CH:29][C:28]([CH2:31]Cl)=[CH:27][N:26]=1.O. (6) Given the product [Br:1][C:2]1[C:3]([CH2:4][OH:5])=[C:6]([N:10]2[N:19]=[CH:18][C:17]3[C:12](=[C:13]([F:24])[CH:14]=[C:15]([C:20]([CH3:23])([CH3:21])[CH3:22])[CH:16]=3)[C:11]2=[O:25])[CH:7]=[CH:8][CH:9]=1, predict the reactants needed to synthesize it. The reactants are: [Br:1][C:2]1[CH:9]=[CH:8][CH:7]=[C:6]([N:10]2[N:19]=[CH:18][C:17]3[C:12](=[C:13]([F:24])[CH:14]=[C:15]([C:20]([CH3:23])([CH3:22])[CH3:21])[CH:16]=3)[C:11]2=[O:25])[C:3]=1[CH:4]=[O:5].[BH4-].[Na+].O. (7) Given the product [CH2:7]([S:8]([N:19]1[CH2:20][CH2:21][CH:22]([CH2:25][N:26]2[C:34]3[C:29](=[N:30][C:31]([C:35]4[CH:36]=[N:37][N:38]([CH:40]5[CH2:45][CH2:44][CH2:43][CH2:42][O:41]5)[CH:39]=4)=[CH:32][CH:33]=3)[CH:28]=[CH:27]2)[CH2:23][CH2:24]1)(=[O:10])=[O:9])[C:1]1[CH:6]=[CH:5][CH:4]=[CH:3][CH:2]=1, predict the reactants needed to synthesize it. The reactants are: [C:1]1([CH2:7][S:8](Cl)(=[O:10])=[O:9])[CH:6]=[CH:5][CH:4]=[CH:3][CH:2]=1.C(N(CC)CC)C.[NH:19]1[CH2:24][CH2:23][CH:22]([CH2:25][N:26]2[C:34]3[C:29](=[N:30][C:31]([C:35]4[CH:36]=[N:37][N:38]([CH:40]5[CH2:45][CH2:44][CH2:43][CH2:42][O:41]5)[CH:39]=4)=[CH:32][CH:33]=3)[CH:28]=[CH:27]2)[CH2:21][CH2:20]1.CO.